From a dataset of Forward reaction prediction with 1.9M reactions from USPTO patents (1976-2016). Predict the product of the given reaction. (1) The product is: [C:1]([O:5][C:6](=[O:43])[NH:7][CH:8]1[CH2:13][CH2:12][CH:11]([NH:14][C:15](=[O:42])[C:16]2[CH:17]=[C:18]([O:33][C:34]3[CH:39]=[CH:38][C:37]([C:40]#[N:41])=[CH:36][CH:35]=3)[CH:19]=[C:20]([O:22][CH2:23][C:24]3[CH:29]=[CH:28][CH:27]=[C:26]([NH2:30])[CH:25]=3)[CH:21]=2)[CH2:10][CH2:9]1)([CH3:4])([CH3:2])[CH3:3]. Given the reactants [C:1]([O:5][C:6](=[O:43])[NH:7][CH:8]1[CH2:13][CH2:12][CH:11]([NH:14][C:15](=[O:42])[C:16]2[CH:21]=[C:20]([O:22][CH2:23][C:24]3[CH:29]=[CH:28][CH:27]=[C:26]([N+:30]([O-])=O)[CH:25]=3)[CH:19]=[C:18]([O:33][C:34]3[CH:39]=[CH:38][C:37]([C:40]#[N:41])=[CH:36][CH:35]=3)[CH:17]=2)[CH2:10][CH2:9]1)([CH3:4])([CH3:3])[CH3:2].[NH4+].[Cl-], predict the reaction product. (2) Given the reactants C1COCC1.[H-].[Al+3].[Li+].[H-].[H-].[H-].[CH3:12][N:13]([CH3:36])[C:14]1[CH:19]=[CH:18][C:17]([C:20]2[C:25]([N:26]3[CH2:32][CH2:31][C:30](=O)[NH:29][CH2:28][CH2:27]3)=[CH:24][CH:23]=[C:22]([O:34][CH3:35])[N:21]=2)=[CH:16][CH:15]=1.[OH-].[Na+], predict the reaction product. The product is: [N:26]1([C:25]2[C:20]([C:17]3[CH:18]=[CH:19][C:14]([N:13]([CH3:12])[CH3:36])=[CH:15][CH:16]=3)=[N:21][C:22]([O:34][CH3:35])=[CH:23][CH:24]=2)[CH2:32][CH2:31][CH2:30][NH:29][CH2:28][CH2:27]1. (3) Given the reactants C(=O)([O-])[O-].[K+].[K+].[CH2:7](Br)[C:8]1[CH:13]=[CH:12][CH:11]=[CH:10][CH:9]=1.[O:15]=[C:16]1[C:22]2[CH:23]=[CH:24][CH:25]=[CH:26][C:21]=2[O:20][C:19]2[CH:27]=[CH:28][C:29]([CH:31]=[O:32])=[CH:30][C:18]=2[NH:17]1, predict the reaction product. The product is: [CH2:7]([N:17]1[C:16](=[O:15])[C:22]2[CH:23]=[CH:24][CH:25]=[CH:26][C:21]=2[O:20][C:19]2[CH:27]=[CH:28][C:29]([CH:31]=[O:32])=[CH:30][C:18]1=2)[C:8]1[CH:13]=[CH:12][CH:11]=[CH:10][CH:9]=1.